The task is: Predict the reactants needed to synthesize the given product.. This data is from Full USPTO retrosynthesis dataset with 1.9M reactions from patents (1976-2016). (1) Given the product [CH3:16][O:15][CH:3]([O:2][CH3:1])[CH2:4][N:5]1[C:13]2[C:8](=[CH:9][CH:10]=[C:11]([NH:14][C:31](=[O:32])[CH2:30][C:27]3[CH:28]=[CH:29][C:24]([O:17][C:18]4[CH:19]=[CH:20][CH:21]=[CH:22][CH:23]=4)=[CH:25][CH:26]=3)[CH:12]=2)[CH:7]=[N:6]1, predict the reactants needed to synthesize it. The reactants are: [CH3:1][O:2][CH:3]([O:15][CH3:16])[CH2:4][N:5]1[C:13]2[C:8](=[CH:9][CH:10]=[C:11]([NH2:14])[CH:12]=2)[CH2:7][NH:6]1.[O:17]([C:24]1[CH:29]=[CH:28][C:27]([CH2:30][C:31](O)=[O:32])=[CH:26][CH:25]=1)[C:18]1[CH:23]=[CH:22][CH:21]=[CH:20][CH:19]=1.CN1CCOCC1.C1C=CC2N(O)N=NC=2C=1.Cl.C(N=C=NC(C)(C)CC)C. (2) The reactants are: [OH-:1].[Na+].OO.[C:5]([O:9][C:10]([N:12]1[CH2:16][CH2:15][CH2:14][C@H:13]1[CH2:17][NH:18][C:19]1[CH:24]=[CH:23][C:22]([C:25]2[CH:30]=[CH:29][CH:28]=[CH:27][CH:26]=2)=[CH:21][C:20]=1[O:31][C:32]1[CH:37]=[CH:36][C:35]([C:38]#[N:39])=[CH:34][CH:33]=1)=[O:11])([CH3:8])([CH3:7])[CH3:6]. Given the product [C:5]([O:9][C:10]([N:12]1[CH2:16][CH2:15][CH2:14][C@H:13]1[CH2:17][NH:18][C:19]1[CH:24]=[CH:23][C:22]([C:25]2[CH:30]=[CH:29][CH:28]=[CH:27][CH:26]=2)=[CH:21][C:20]=1[O:31][C:32]1[CH:37]=[CH:36][C:35]([C:38](=[O:1])[NH2:39])=[CH:34][CH:33]=1)=[O:11])([CH3:8])([CH3:6])[CH3:7], predict the reactants needed to synthesize it. (3) Given the product [CH3:2][O:3][C:4]1[CH:5]=[C:6]([CH:7]=[CH:8][C:9]=1[N+:10]([O-:12])=[O:11])[C:13]([C:14]1[N:15]2[C:16]([CH:17]=[CH:18][CH:19]=[CH:20]2)=[C:23]([C:22]([O:26][CH2:27][CH3:28])=[O:25])[CH:24]=1)=[O:21], predict the reactants needed to synthesize it. The reactants are: [Br-].[CH3:2][O:3][C:4]1[CH:5]=[C:6]([C:13](=[O:21])[CH2:14][N+:15]2[CH:20]=[CH:19][CH:18]=[CH:17][CH:16]=2)[CH:7]=[CH:8][C:9]=1[N+:10]([O-:12])=[O:11].[C:22]([O:26][CH2:27][CH3:28])(=[O:25])[CH:23]=[CH2:24]. (4) Given the product [F:10][C:11]([F:22])([F:21])[C:12]1[CH:17]=[CH:16][C:15]([C:2]2[CH:9]=[CH:8][C:5]([CH:6]=[O:7])=[CH:4][CH:3]=2)=[CH:14][CH:13]=1, predict the reactants needed to synthesize it. The reactants are: Br[C:2]1[CH:9]=[CH:8][C:5]([CH:6]=[O:7])=[CH:4][CH:3]=1.[F:10][C:11]([F:22])([F:21])[C:12]1[CH:17]=[CH:16][C:15](B(O)O)=[CH:14][CH:13]=1.C1(P(C2C=CC=CC=2)C2C=CC=CC=2)C=CC=CC=1.C(=O)([O-])[O-].[Na+].[Na+]. (5) Given the product [CH3:1][C:2]1[CH:3]=[CH:4][C:5]([O:8][CH2:22][CH:23]2[CH2:25][O:24]2)=[CH:6][N:7]=1, predict the reactants needed to synthesize it. The reactants are: [CH3:1][C:2]1[N:7]=[CH:6][C:5]([OH:8])=[CH:4][CH:3]=1.[N+](C1C=C(S(O[CH2:22][C@@H:23]2[CH2:25][O:24]2)(=O)=O)C=CC=1)([O-])=O.